Dataset: Catalyst prediction with 721,799 reactions and 888 catalyst types from USPTO. Task: Predict which catalyst facilitates the given reaction. (1) Reactant: [CH2:1]1[C:10]2[C:5](=[CH:6][CH:7]=[CH:8][CH:9]=2)[CH2:4][CH2:3][N:2]1[NH2:11].C(N(CC)C(C)C)(C)C.Cl[C:22]([O:24][C:25]1[CH:30]=[CH:29][C:28]([O:31][CH3:32])=[CH:27][CH:26]=1)=[O:23]. Product: [CH3:32][O:31][C:28]1[CH:29]=[CH:30][C:25]([O:24][C:22](=[O:23])[NH:11][N:2]2[CH2:3][CH2:4][C:5]3[C:10](=[CH:9][CH:8]=[CH:7][CH:6]=3)[CH2:1]2)=[CH:26][CH:27]=1. The catalyst class is: 4. (2) Reactant: [NH2:1][CH:2]([C:5]1[CH:10]=[C:9]([Cl:11])[CH:8]=[CH:7][C:6]=1[O:12][CH3:13])[C:3]#[N:4].[C:14]([Si:18]([CH3:28])([CH3:27])[O:19][C:20]([CH3:26])([CH3:25])[CH2:21][C:22](O)=[O:23])([CH3:17])([CH3:16])[CH3:15].C(N(C(C)C)CC)(C)C.CN(C(ON1N=NC2C=CC=NC1=2)=[N+](C)C)C.F[P-](F)(F)(F)(F)F. Product: [Si:18]([O:19][C:20]([CH3:26])([CH3:25])[CH2:21][C:22]([NH:1][CH:2]([C:5]1[CH:10]=[C:9]([Cl:11])[CH:8]=[CH:7][C:6]=1[O:12][CH3:13])[C:3]#[N:4])=[O:23])([C:14]([CH3:17])([CH3:16])[CH3:15])([CH3:28])[CH3:27]. The catalyst class is: 39. (3) Reactant: [Br:1][C:2]1[C:7]([CH3:8])=[CH:6][N:5]=[C:4]([OH:9])[C:3]=1[CH3:10].[C:11](=O)(OC)OC.C([O-])([O-])=O.[K+].[K+]. Product: [Br:1][C:2]1[C:7]([CH3:8])=[CH:6][N:5]([CH3:11])[C:4](=[O:9])[C:3]=1[CH3:10]. The catalyst class is: 6. (4) Reactant: [CH2:1]([O:8][C:9]([NH:11][CH2:12][CH2:13][O:14][N:15]1C(=O)C2=CC=CC=C2C1=O)=[O:10])[C:2]1[CH:7]=[CH:6][CH:5]=[CH:4][CH:3]=1.O1CCCC1.CN. Product: [CH2:1]([O:8][C:9]([NH:11][CH2:12][CH2:13][O:14][NH2:15])=[O:10])[C:2]1[CH:3]=[CH:4][CH:5]=[CH:6][CH:7]=1. The catalyst class is: 8. (5) Reactant: [C:1]1([C@H:7]2[C@@H:11]([C:12]3[CH:17]=[CH:16][CH:15]=[CH:14][CH:13]=3)[N:10]([C:18]([O:20][C:21]([CH3:24])([CH3:23])[CH3:22])=[O:19])[C:9](SC)=[N:8]2)[CH:6]=[CH:5][CH:4]=[CH:3][CH:2]=1.[F:27][C:28]1[CH:35]=[CH:34][C:31]([CH2:32][NH2:33])=[CH:30][CH:29]=1. Product: [C:21]([O:20][C:18]([N:10]1[C@H:11]([C:12]2[CH:17]=[CH:16][CH:15]=[CH:14][CH:13]=2)[C@H:7]([C:1]2[CH:6]=[CH:5][CH:4]=[CH:3][CH:2]=2)[N:8]=[C:9]1[NH:33][CH2:32][C:31]1[CH:34]=[CH:35][C:28]([F:27])=[CH:29][CH:30]=1)=[O:19])([CH3:24])([CH3:23])[CH3:22]. The catalyst class is: 5. (6) Reactant: [Br:1][C:2]1[CH:7]=[CH:6][C:5]([O:8][CH2:9][CH3:10])=[CH:4][C:3]=1[CH2:11][CH:12]([NH2:15])[CH2:13][CH3:14].[CH:16](O)=[O:17]. Product: [Br:1][C:2]1[CH:7]=[CH:6][C:5]([O:8][CH2:9][CH3:10])=[CH:4][C:3]=1[CH2:11][CH:12]([NH:15][CH:16]=[O:17])[CH2:13][CH3:14]. The catalyst class is: 12. (7) Reactant: [NH2:1][CH:2]([C:4]1[N:9]=[N:8][C:7]([NH:10][C:11]2[CH:16]=[C:15]([O:17][CH3:18])[C:14]([O:19][CH3:20])=[C:13]([O:21][CH3:22])[CH:12]=2)=[N:6][CH:5]=1)[CH3:3].[Br:23][C:24]1[CH:25]=[C:26]([CH:30]=[CH:31][CH:32]=1)[C:27](O)=[O:28].C(N(CC)CC)C. Product: [Br:23][C:24]1[CH:25]=[C:26]([CH:30]=[CH:31][CH:32]=1)[C:27]([NH:1][CH:2]([C:4]1[N:9]=[N:8][C:7]([NH:10][C:11]2[CH:12]=[C:13]([O:21][CH3:22])[C:14]([O:19][CH3:20])=[C:15]([O:17][CH3:18])[CH:16]=2)=[N:6][CH:5]=1)[CH3:3])=[O:28]. The catalyst class is: 42.